Dataset: NCI-60 drug combinations with 297,098 pairs across 59 cell lines. Task: Regression. Given two drug SMILES strings and cell line genomic features, predict the synergy score measuring deviation from expected non-interaction effect. (1) Drug 1: C1=NC2=C(N1)C(=S)N=C(N2)N. Drug 2: C#CCC(CC1=CN=C2C(=N1)C(=NC(=N2)N)N)C3=CC=C(C=C3)C(=O)NC(CCC(=O)O)C(=O)O. Cell line: U251. Synergy scores: CSS=20.6, Synergy_ZIP=-12.2, Synergy_Bliss=-4.16, Synergy_Loewe=-4.84, Synergy_HSA=-2.83. (2) Drug 1: C1C(C(OC1N2C=NC(=NC2=O)N)CO)O. Drug 2: CC1CCCC2(C(O2)CC(NC(=O)CC(C(C(=O)C(C1O)C)(C)C)O)C(=CC3=CSC(=N3)C)C)C. Cell line: SF-268. Synergy scores: CSS=31.7, Synergy_ZIP=1.49, Synergy_Bliss=0.930, Synergy_Loewe=-13.4, Synergy_HSA=1.64. (3) Drug 1: C1=C(C(=O)NC(=O)N1)N(CCCl)CCCl. Drug 2: C1CN(CCN1C(=O)CCBr)C(=O)CCBr. Cell line: HL-60(TB). Synergy scores: CSS=79.9, Synergy_ZIP=10.5, Synergy_Bliss=11.7, Synergy_Loewe=4.30, Synergy_HSA=12.0.